From a dataset of Full USPTO retrosynthesis dataset with 1.9M reactions from patents (1976-2016). Predict the reactants needed to synthesize the given product. (1) The reactants are: [F:8][C:7]([F:10])([F:9])[C:6](O[C:6](=[O:11])[C:7]([F:10])([F:9])[F:8])=[O:11].[CH:14]12[CH:21]([N:22]([CH3:30])[C:23](=[O:29])[O:24][C:25]([CH3:28])([CH3:27])[CH3:26])[CH:18]([CH2:19][CH2:20]1)[CH2:17][NH:16][CH2:15]2. Given the product [CH3:30][N:22]([CH:21]1[CH:14]2[CH2:20][CH2:19][CH:18]1[CH2:17][N:16]([C:6](=[O:11])[C:7]([F:8])([F:9])[F:10])[CH2:15]2)[C:23](=[O:29])[O:24][C:25]([CH3:28])([CH3:26])[CH3:27], predict the reactants needed to synthesize it. (2) The reactants are: [NH2:1][C:2]1[N:7]=[C:6]([CH2:8]O)[CH:5]=[C:4]([S:10][CH3:11])[CH:3]=1.[Br:12]C(Br)(Br)Br.C1(P(C2C=CC=CC=2)C2C=CC=CC=2)C=CC=CC=1. Given the product [Br:12][CH2:8][C:6]1[N:7]=[C:2]([NH2:1])[CH:3]=[C:4]([S:10][CH3:11])[CH:5]=1, predict the reactants needed to synthesize it. (3) Given the product [S:1]1[C:5]2[CH:6]=[CH:7][CH:8]=[CH:9][C:4]=2[N:3]=[C:2]1[C:10]1[C:11]([OH:13])=[N:23][C:18]2[C:17]([N:24]=1)=[CH:22][CH:21]=[CH:20][CH:19]=2, predict the reactants needed to synthesize it. The reactants are: [S:1]1[C:5]2[CH:6]=[CH:7][CH:8]=[CH:9][C:4]=2[N:3]=[C:2]1[C:10](=O)[C:11]([O:13]CC)=O.[C:17]1([NH2:24])[CH:22]=[CH:21][CH:20]=[CH:19][C:18]=1[NH2:23]. (4) Given the product [Cl:19][C:17]1[CH:16]=[CH:15][C:14]2[N:8]([CH2:7][C:6]([CH3:50])([CH3:49])[CH2:5][OH:4])[C:9](=[O:48])[C@H:10]([CH2:30][C:31]([NH:33][C:34]3[CH:35]=[C:36]([CH2:41][CH2:42][C:43]([OH:45])=[O:44])[CH:37]=[CH:38][C:39]=3[F:40])=[O:32])[O:11][C@@H:12]([C:20]3[CH:25]=[CH:24][CH:23]=[C:22]([O:26][CH3:27])[C:21]=3[O:28][CH3:29])[C:13]=2[CH:18]=1, predict the reactants needed to synthesize it. The reactants are: C([O:4][CH2:5][C:6]([CH3:50])([CH3:49])[CH2:7][N:8]1[C:14]2[CH:15]=[CH:16][C:17]([Cl:19])=[CH:18][C:13]=2[C@H:12]([C:20]2[CH:25]=[CH:24][CH:23]=[C:22]([O:26][CH3:27])[C:21]=2[O:28][CH3:29])[O:11][C@@H:10]([CH2:30][C:31]([NH:33][C:34]2[CH:35]=[C:36]([CH2:41][CH2:42][C:43]([O:45]CC)=[O:44])[CH:37]=[CH:38][C:39]=2[F:40])=[O:32])[C:9]1=[O:48])(=O)C.[OH-].[Na+].C(O)C. (5) Given the product [F:1][C:2]1[CH:3]=[C:4]([C:12]2[CH:13]=[CH:14][C:15]([F:21])=[C:16]([C:17]([OH:19])=[O:18])[CH:20]=2)[CH:5]=[CH:6][CH:7]=1, predict the reactants needed to synthesize it. The reactants are: [F:1][C:2]1[CH:3]=[C:4](B(O)O)[CH:5]=[CH:6][CH:7]=1.Br[C:12]1[CH:13]=[CH:14][C:15]([F:21])=[C:16]([CH:20]=1)[C:17]([OH:19])=[O:18].C(=O)([O-])[O-].[Cs+].[Cs+].C(O)C. (6) Given the product [CH3:5][C:3]1[C:2]([C:1]([O:7][CH3:8])=[O:6])=[CH:14][NH:12][N:18]=1, predict the reactants needed to synthesize it. The reactants are: [C:1]([O:7][CH3:8])(=[O:6])[CH2:2][C:3]([CH3:5])=O.COC(OC)[N:12]([CH3:14])C.O.[NH2:18]N. (7) Given the product [Cl:33][C:24]1[CH:23]=[C:22]([C:21]2[N:20]=[C:10]([C:8]3[CH:7]=[CH:6][C:5]([C:13]4[CH:18]=[CH:17][CH:16]=[CH:15][C:14]=4[CH3:19])=[C:4]([CH2:3][O:2][CH3:1])[CH:9]=3)[O:12][N:34]=2)[C:31]([F:32])=[CH:30][C:25]=1[C:26]([O:28][CH3:29])=[O:27], predict the reactants needed to synthesize it. The reactants are: [CH3:1][O:2][CH2:3][C:4]1[CH:9]=[C:8]([C:10]([OH:12])=O)[CH:7]=[CH:6][C:5]=1[C:13]1[CH:18]=[CH:17][CH:16]=[CH:15][C:14]=1[CH3:19].[NH2:20][C:21](=[N:34]O)[C:22]1[C:31]([F:32])=[CH:30][C:25]([C:26]([O:28][CH3:29])=[O:27])=[C:24]([Cl:33])[CH:23]=1. (8) Given the product [Br:30][C:13]1[CH:14]=[C:15]2[C:10]3=[C:11]([C:16]4[CH:17]=[CH:18][CH:19]=[CH:20][C:21]=4[N:9]3[C:8]3[CH:7]=[CH:6][CH:5]=[CH:4][C:3]=3[C:2]2([CH3:22])[CH3:1])[CH:12]=1, predict the reactants needed to synthesize it. The reactants are: [CH3:1][C:2]1([CH3:22])[C:15]2[C:10]3=[C:11]([C:16]4[CH:17]=[CH:18][CH:19]=[CH:20][C:21]=4[N:9]3[C:8]3[CH:7]=[CH:6][CH:5]=[CH:4][C:3]1=3)[CH:12]=[CH:13][CH:14]=2.C1C(=O)N([Br:30])C(=O)C1.O. (9) Given the product [F:27][C:28]1[CH:33]=[CH:32][CH:31]=[C:30]([F:34])[C:29]=1[C:35]1[N:40]=[C:39]([C:41]([NH:18][C:13]2[CH:14]=[N:15][CH:16]=[CH:17][C:12]=2[C@H:8]2[CH2:7][C@@H:6]([NH:19][C:20](=[O:21])[O:22][C:23]([CH3:26])([CH3:25])[CH3:24])[C@H:5]([OH:4])[C@@H:10]([CH3:11])[CH2:9]2)=[O:42])[CH:38]=[CH:37][C:36]=1[F:44], predict the reactants needed to synthesize it. The reactants are: C([O:4][C@@H:5]1[C@@H:10]([CH3:11])[CH2:9][C@@H:8]([C:12]2[CH:17]=[CH:16][N:15]=[CH:14][C:13]=2[NH2:18])[CH2:7][C@H:6]1[NH:19][C:20]([O:22][C:23]([CH3:26])([CH3:25])[CH3:24])=[O:21])(=O)C.[F:27][C:28]1[CH:33]=[CH:32][CH:31]=[C:30]([F:34])[C:29]=1[C:35]1[N:40]=[C:39]([C:41](O)=[O:42])[CH:38]=[CH:37][C:36]=1[F:44].C(Cl)CCl.C([O-])([O-])=O.[Cs+].[Cs+].